This data is from Forward reaction prediction with 1.9M reactions from USPTO patents (1976-2016). The task is: Predict the product of the given reaction. (1) Given the reactants [Cl:1][C:2]1[CH:38]=[CH:37][C:5]2[NH:6][C:7]([CH:9]([NH:11][C:12](=[O:36])[C:13]3[CH:18]=[CH:17][C:16]([C:19]([N:21]4[CH2:25][CH2:24][CH2:23][CH:22]4[CH2:26][NH:27]C(OC(C)(C)C)=O)=[O:20])=[C:15]([Cl:35])[CH:14]=3)[CH3:10])=[N:8][C:4]=2[CH:3]=1.FC(F)(F)C(O)=O, predict the reaction product. The product is: [Cl:1][C:2]1[CH:38]=[CH:37][C:5]2[NH:6][C:7]([CH:9]([NH:11][C:12](=[O:36])[C:13]3[CH:18]=[CH:17][C:16]([C:19]([N:21]4[CH2:25][CH2:24][CH2:23][CH:22]4[CH2:26][NH2:27])=[O:20])=[C:15]([Cl:35])[CH:14]=3)[CH3:10])=[N:8][C:4]=2[CH:3]=1. (2) Given the reactants [NH2:1][C:2]1([C:8]([O:10][CH2:11][C:12]2[CH:17]=[CH:16][CH:15]=[CH:14][CH:13]=2)=[O:9])[CH2:7][CH2:6][CH2:5][CH2:4][CH2:3]1.CC1C=CC(S(O)(=O)=O)=CC=1.C(N(CC)CC)C.[N:36]1([C:42](Cl)=[O:43])[CH2:41][CH2:40][O:39][CH2:38][CH2:37]1, predict the reaction product. The product is: [N:36]1([C:42]([NH:1][C:2]2([C:8]([O:10][CH2:11][C:12]3[CH:13]=[CH:14][CH:15]=[CH:16][CH:17]=3)=[O:9])[CH2:7][CH2:6][CH2:5][CH2:4][CH2:3]2)=[O:43])[CH2:41][CH2:40][O:39][CH2:38][CH2:37]1. (3) Given the reactants [CH:1]([O:4][C:5]1[CH:13]=[CH:12][C:11]([S:14]([CH3:17])(=[O:16])=[O:15])=[CH:10][C:6]=1[C:7]([OH:9])=O)([CH3:3])[CH3:2].[CH3:18][O:19][C:20]1[CH:34]=[CH:33][C:23]2[N:24]=[C:25]([N:27]3[CH2:32][CH2:31][NH:30][CH2:29][CH2:28]3)[S:26][C:22]=2[CH:21]=1, predict the reaction product. The product is: [CH:1]([O:4][C:5]1[CH:13]=[CH:12][C:11]([S:14]([CH3:17])(=[O:16])=[O:15])=[CH:10][C:6]=1[C:7]([N:30]1[CH2:31][CH2:32][N:27]([C:25]2[S:26][C:22]3[CH:21]=[C:20]([O:19][CH3:18])[CH:34]=[CH:33][C:23]=3[N:24]=2)[CH2:28][CH2:29]1)=[O:9])([CH3:2])[CH3:3]. (4) Given the reactants [C:1]1([C:14]2[CH:19]=[CH:18][CH:17]=[CH:16][CH:15]=2)[CH:6]=[CH:5][C:4]([NH:7][C:8](=[O:13])[CH2:9][C:10]([OH:12])=O)=[CH:3][CH:2]=1.CCN(C(C)C)C(C)C.C1C=CC2N(O)N=NC=2C=1.CCN=C=NCCCN(C)C.Cl.Cl.[Br:52][C:53]1[CH:58]=[CH:57][CH:56]=[CH:55][C:54]=1[S:59][CH:60]1[CH2:65][CH2:64][NH:63][CH2:62][CH2:61]1, predict the reaction product. The product is: [C:1]1([C:14]2[CH:19]=[CH:18][CH:17]=[CH:16][CH:15]=2)[CH:2]=[CH:3][C:4]([NH:7][C:8](=[O:13])[CH2:9][C:10]([N:63]2[CH2:62][CH2:61][CH:60]([S:59][C:54]3[CH:55]=[CH:56][CH:57]=[CH:58][C:53]=3[Br:52])[CH2:65][CH2:64]2)=[O:12])=[CH:5][CH:6]=1. (5) Given the reactants [Br:1][C:2]1[CH:3]=[N:4][C:5]2[N:6]([N:8]=[C:9]([C:11]([OH:13])=O)[CH:10]=2)[CH:7]=1.[CH3:14][CH:15]1[C:24]2[C:19](=[CH:20][CH:21]=[CH:22][CH:23]=2)[CH:18]([CH3:25])[CH2:17][NH:16]1, predict the reaction product. The product is: [Br:1][C:2]1[CH:3]=[N:4][C:5]2[N:6]([N:8]=[C:9]([C:11]([N:16]3[CH2:17][CH:18]([CH3:25])[C:19]4[C:24](=[CH:23][CH:22]=[CH:21][CH:20]=4)[CH:15]3[CH3:14])=[O:13])[CH:10]=2)[CH:7]=1.